From a dataset of Catalyst prediction with 721,799 reactions and 888 catalyst types from USPTO. Predict which catalyst facilitates the given reaction. Reactant: [NH2:1][C:2]1[C:7]2[CH:8]=[CH:9][N:10]([CH2:11][C:12]([N:14]([CH2:17][CH3:18])[CH2:15][CH3:16])=[O:13])[C:6]=2[CH:5]=[CH:4][N:3]=1.[H-].[Na+].Cl[C:22]1[S:23][C:24]([C:27]#[N:28])=[CH:25][N:26]=1. Product: [C:27]([C:24]1[S:23][C:22]([NH:1][C:2]2[C:7]3[CH:8]=[CH:9][N:10]([CH2:11][C:12]([N:14]([CH2:17][CH3:18])[CH2:15][CH3:16])=[O:13])[C:6]=3[CH:5]=[CH:4][N:3]=2)=[N:26][CH:25]=1)#[N:28]. The catalyst class is: 1.